Dataset: Full USPTO retrosynthesis dataset with 1.9M reactions from patents (1976-2016). Task: Predict the reactants needed to synthesize the given product. (1) Given the product [Cl:1][C:2]1[CH:3]=[C:4]2[C:8](=[CH:9][CH:10]=1)[N:7]([S:11]([C:14]1[CH:19]=[CH:18][C:17]([O:20][CH3:21])=[CH:16][C:15]=1[O:22][C:23]([F:26])([F:24])[F:25])(=[O:12])=[O:13])[C:6](=[O:27])[C:5]2([N:38]1[CH2:47][C@H:46]([OH:48])[CH2:45][C@H:39]1[C:40]([N:42]([CH3:44])[CH3:43])=[O:41])[C:28]1[CH:33]=[C:32]([CH2:34][N:49]2[CH2:54][CH2:53][CH2:52][CH2:51][CH2:50]2)[CH:31]=[CH:30][C:29]=1[O:36][CH3:37], predict the reactants needed to synthesize it. The reactants are: [Cl:1][C:2]1[CH:3]=[C:4]2[C:8](=[CH:9][CH:10]=1)[N:7]([S:11]([C:14]1[CH:19]=[CH:18][C:17]([O:20][CH3:21])=[CH:16][C:15]=1[O:22][C:23]([F:26])([F:25])[F:24])(=[O:13])=[O:12])[C:6](=[O:27])[C:5]2([N:38]1[CH2:47][C@H:46]([OH:48])[CH2:45][C@H:39]1[C:40]([N:42]([CH3:44])[CH3:43])=[O:41])[C:28]1[CH:33]=[C:32]([CH:34]=O)[CH:31]=[CH:30][C:29]=1[O:36][CH3:37].[NH:49]1[CH2:54][CH2:53][CH2:52][CH2:51][CH2:50]1.C(O)(=O)C.C(O[BH-](OC(=O)C)OC(=O)C)(=O)C.[Na+]. (2) Given the product [CH:35]([C:25]1[CH:24]=[C:23]([NH:22][C:20]([NH:19][C:16]2[CH:17]=[CH:18][C:9]([O:8][C:6]3[CH:5]=[CH:4][N:3]=[C:2]([NH:43][C:42]4[CH:44]=[C:45]([O:47][CH2:48][CH2:49][O:50][CH2:51][CH2:52][O:53][CH2:54][CH2:55][O:56][CH3:57])[CH:46]=[C:40]([O:39][CH3:38])[CH:41]=4)[N:7]=3)=[C:10]3[C:15]=2[N:14]=[CH:13][CH:12]=[CH:11]3)=[O:21])[N:27]([C:28]2[CH:33]=[CH:32][C:31]([CH3:34])=[CH:30][CH:29]=2)[N:26]=1)([CH3:36])[CH3:37], predict the reactants needed to synthesize it. The reactants are: Cl[C:2]1[N:7]=[C:6]([O:8][C:9]2[CH:18]=[CH:17][C:16]([NH:19][C:20]([NH:22][C:23]3[N:27]([C:28]4[CH:33]=[CH:32][C:31]([CH3:34])=[CH:30][CH:29]=4)[N:26]=[C:25]([CH:35]([CH3:37])[CH3:36])[CH:24]=3)=[O:21])=[C:15]3[C:10]=2[CH:11]=[CH:12][CH:13]=[N:14]3)[CH:5]=[CH:4][N:3]=1.[CH3:38][O:39][C:40]1[CH:41]=[C:42]([CH:44]=[C:45]([O:47][CH2:48][CH2:49][O:50][CH2:51][CH2:52][O:53][CH2:54][CH2:55][O:56][CH3:57])[CH:46]=1)[NH2:43].C1COCC1.